The task is: Predict the product of the given reaction.. This data is from Forward reaction prediction with 1.9M reactions from USPTO patents (1976-2016). (1) Given the reactants [CH2:1]([Mg]Br)[CH2:2][C:3]1[CH:8]=[CH:7][CH:6]=[CH:5][CH:4]=1.[CH:11](=[O:20])[CH2:12][CH2:13][C:14]1[CH:19]=[CH:18][CH:17]=[CH:16][CH:15]=1.Cl, predict the reaction product. The product is: [C:3]1([CH2:2][CH2:1][CH:11]([OH:20])[CH2:12][CH2:13][C:14]2[CH:19]=[CH:18][CH:17]=[CH:16][CH:15]=2)[CH:8]=[CH:7][CH:6]=[CH:5][CH:4]=1. (2) Given the reactants Br[CH2:2][CH2:3][CH2:4][N:5]1[CH2:10][C:9]2[CH:11]=[C:12]([F:15])[CH:13]=[CH:14][C:8]=2[N:7]([C:16]2[CH:21]=[CH:20][CH:19]=[CH:18][C:17]=2[F:22])[S:6]1(=[O:24])=[O:23].[CH:25]1([NH2:28])[CH2:27][CH2:26]1.Cl, predict the reaction product. The product is: [F:15][C:12]1[CH:13]=[CH:14][C:8]2[N:7]([C:16]3[CH:21]=[CH:20][CH:19]=[CH:18][C:17]=3[F:22])[S:6](=[O:24])(=[O:23])[N:5]([CH2:4][CH2:3][CH2:2][NH:28][CH:25]3[CH2:27][CH2:26]3)[CH2:10][C:9]=2[CH:11]=1. (3) Given the reactants [C:1]([O:5][C:6]([N:8]1[CH2:13][CH2:12][CH2:11][CH:10]([CH2:14][NH:15][C:16]2[C:21](Br)=[CH:20][N:19]=[C:18]([Cl:23])[N:17]=2)[CH2:9]1)=[O:7])([CH3:4])([CH3:3])[CH3:2].[CH3:24][N:25]1[CH:29]=[C:28](B2OC(C)(C)C(C)(C)O2)[CH:27]=[N:26]1.[O-]P([O-])([O-])=O.[K+].[K+].[K+], predict the reaction product. The product is: [C:1]([O:5][C:6]([N:8]1[CH2:13][CH2:12][CH2:11][CH:10]([CH2:14][NH:15][C:16]2[C:21]([C:28]3[CH:27]=[N:26][N:25]([CH3:24])[CH:29]=3)=[CH:20][N:19]=[C:18]([Cl:23])[N:17]=2)[CH2:9]1)=[O:7])([CH3:4])([CH3:3])[CH3:2].